From a dataset of Full USPTO retrosynthesis dataset with 1.9M reactions from patents (1976-2016). Predict the reactants needed to synthesize the given product. (1) Given the product [CH3:1][O:2][CH2:3][CH2:4][CH2:5][C:6]1[CH:15]=[C:14]([CH:16]=[O:17])[C:13]2[C:8](=[CH:9][CH:10]=[CH:11][CH:12]=2)[N:7]=1, predict the reactants needed to synthesize it. The reactants are: [CH3:1][O:2][CH2:3][CH2:4][CH2:5][C:6]1[CH:15]=[C:14]([CH2:16][OH:17])[C:13]2[C:8](=[CH:9][CH:10]=[CH:11][CH:12]=2)[N:7]=1.CC(OI1(OC(C)=O)(OC(C)=O)OC(=O)C2C=CC=CC1=2)=O. (2) Given the product [Br:1][C:2]1[N:7]=[C:6]([C:8]([NH:12][CH3:11])=[O:9])[CH:5]=[CH:4][CH:3]=1, predict the reactants needed to synthesize it. The reactants are: [Br:1][C:2]1[N:7]=[C:6]([C:8](Cl)=[O:9])[CH:5]=[CH:4][CH:3]=1.[CH3:11][NH2:12]. (3) Given the product [C:1]([C:5]1[CH:39]=[CH:38][C:8]([C:9]([N:11]2[C@@H:15]([C:16]3[S:17][CH:18]=[CH:19][CH:20]=3)[C@@H:14]([C:21]3[CH:26]=[N:25][CH:24]=[CH:23][N:22]=3)[CH2:13][C@@:12]2([CH2:34][CH:35]([CH3:36])[CH3:37])[C:27]([OH:29])=[O:28])=[O:10])=[CH:7][C:6]=1[O:40][CH3:41])([CH3:3])([CH3:4])[CH3:2], predict the reactants needed to synthesize it. The reactants are: [C:1]([C:5]1[CH:39]=[CH:38][C:8]([C:9]([N:11]2[C@@H:15]([C:16]3[S:17][CH:18]=[CH:19][CH:20]=3)[C@@H:14]([C:21]3[CH:26]=[N:25][CH:24]=[CH:23][N:22]=3)[CH2:13][C@@:12]2([CH2:34][CH:35]([CH3:37])[CH3:36])[C:27]([O:29]C(C)(C)C)=[O:28])=[O:10])=[CH:7][C:6]=1[O:40][CH3:41])([CH3:4])([CH3:3])[CH3:2].C(O)(C(F)(F)F)=O. (4) Given the product [C:1]([O:5][C:6](=[O:18])[CH2:7][O:8][C:9]1[CH:14]=[CH:13][C:12]([Cl:15])=[CH:11][C:10]=1[CH2:16][NH2:17])([CH3:4])([CH3:2])[CH3:3], predict the reactants needed to synthesize it. The reactants are: [C:1]([O:5][C:6](=[O:18])[CH2:7][O:8][C:9]1[CH:14]=[CH:13][C:12]([Cl:15])=[CH:11][C:10]=1[C:16]#[N:17])([CH3:4])([CH3:3])[CH3:2].[OH-].[NH4+].[H][H]. (5) Given the product [O:34]=[S:30]1(=[O:33])[CH2:31][CH2:32][N:27]([CH2:26][C:25]2[CH:35]=[CH:36][C:22]([NH:20][C:18]3[N:19]=[C:15]4[CH:14]=[CH:13][CH:12]=[C:11]([C:8]5[CH:9]=[CH:10][C:5]([S:2]([CH3:1])(=[O:3])=[O:4])=[CH:6][CH:7]=5)[N:16]4[N:17]=3)=[CH:23][CH:24]=2)[CH2:28][CH2:29]1, predict the reactants needed to synthesize it. The reactants are: [CH3:1][S:2]([C:5]1[CH:10]=[CH:9][C:8]([C:11]2[N:16]3[N:17]=[C:18]([NH2:20])[N:19]=[C:15]3[CH:14]=[CH:13][CH:12]=2)=[CH:7][CH:6]=1)(=[O:4])=[O:3].Br[C:22]1[CH:36]=[CH:35][C:25]([CH2:26][N:27]2[CH2:32][CH2:31][S:30](=[O:34])(=[O:33])[CH2:29][CH2:28]2)=[CH:24][CH:23]=1.C1(P(C2CCCCC2)C2C=CC=CC=2C2C=CC=CC=2P(C2CCCCC2)C2CCCCC2)CCCCC1. (6) Given the product [N+:1]([C:4]1[CH:5]=[C:6]2[C:10](=[CH:11][CH:12]=1)[N:9]([CH2:21][CH2:22][N:23]1[CH2:27][CH2:26][CH2:25][CH2:24]1)[N:8]=[CH:7]2)([O-:3])=[O:2], predict the reactants needed to synthesize it. The reactants are: [N+:1]([C:4]1[CH:5]=[C:6]2[C:10](=[CH:11][CH:12]=1)[NH:9][N:8]=[CH:7]2)([O-:3])=[O:2].C(=O)([O-])[O-].[K+].[K+].Cl.Cl[CH2:21][CH2:22][N:23]1[CH2:27][CH2:26][CH2:25][CH2:24]1. (7) Given the product [CH:17]1([CH2:16][O:1][C:2]2[CH:10]=[C:9]([CH3:11])[C:5]([C:6]([O:8][CH2:14][CH:15]3[CH2:17][CH2:16]3)=[O:7])=[C:4]([CH3:12])[CH:3]=2)[CH2:15][CH2:14]1, predict the reactants needed to synthesize it. The reactants are: [OH:1][C:2]1[CH:10]=[C:9]([CH3:11])[C:5]([C:6]([OH:8])=[O:7])=[C:4]([CH3:12])[CH:3]=1.Br[CH2:14][CH:15]1[CH2:17][CH2:16]1. (8) Given the product [F:27][C:28]1[CH:33]=[CH:32][C:31]([N:34]2[CH:2]=[C:1]([C:3]3[CH:4]=[CH:5][C:6]4[CH2:13][C@H:12]5[C@:14]6([CH2:18][N:17]([CH2:19][C:20]([F:21])([F:22])[F:23])[S:16](=[O:25])(=[O:24])[NH:15]6)[C@H:9]([CH2:10][CH2:11]5)[CH2:8][C:7]=4[CH:26]=3)[N:36]=[N:35]2)=[CH:30][CH:29]=1, predict the reactants needed to synthesize it. The reactants are: [C:1]([C:3]1[CH:4]=[CH:5][C:6]2[CH2:13][C@H:12]3[C@:14]4([CH2:18][N:17]([CH2:19][C:20]([F:23])([F:22])[F:21])[S:16](=[O:25])(=[O:24])[NH:15]4)[C@H:9]([CH2:10][CH2:11]3)[CH2:8][C:7]=2[CH:26]=1)#[CH:2].[F:27][C:28]1[CH:33]=[CH:32][C:31]([N:34]=[N+:35]=[N-:36])=[CH:30][CH:29]=1.